This data is from Catalyst prediction with 721,799 reactions and 888 catalyst types from USPTO. The task is: Predict which catalyst facilitates the given reaction. (1) Reactant: [Cl:1][C:2]1[CH:3]=[C:4]2[C:8](=[CH:9][CH:10]=1)[NH:7][CH:6]=[C:5]2[C:11]1[CH2:12][CH2:13][NH:14][CH2:15][CH:16]=1.[CH3:17][N:18]([CH3:31])[C:19]1([C:25]2[CH:30]=[CH:29][CH:28]=[CH:27][CH:26]=2)[CH2:24][CH2:23][CH2:22][CH2:21][CH2:20]1.C(O)(=O)C. Product: [Cl:1][C:2]1[CH:3]=[C:4]2[C:8](=[CH:9][CH:10]=1)[NH:7][CH:6]=[C:5]2[CH:11]1[CH2:12][CH2:13][N:14]([CH:22]2[CH2:21][CH2:20][C:19]([N:18]([CH3:31])[CH3:17])([C:25]3[CH:30]=[CH:29][CH:28]=[CH:27][CH:26]=3)[CH2:24][CH2:23]2)[CH2:15][CH2:16]1. The catalyst class is: 26. (2) Reactant: [CH:1]1([OH:6])[CH2:5][CH:4]=[CH:3][CH2:2]1.[CH3:7][S:8](Cl)(=[O:10])=[O:9].C([O-])(O)=O.[Na+]. Product: [CH:1]1([O:6][S:8]([CH3:7])(=[O:10])=[O:9])[CH2:5][CH:4]=[CH:3][CH2:2]1. The catalyst class is: 64.